Dataset: Full USPTO retrosynthesis dataset with 1.9M reactions from patents (1976-2016). Task: Predict the reactants needed to synthesize the given product. Given the product [NH2:8][C:5]1[CH:6]=[CH:7][C:2]([Cl:1])=[CH:3][C:4]=1[CH:15]([C:16]1[CH:21]=[CH:20][CH:19]=[CH:18][C:17]=1[O:22][CH3:23])[OH:24], predict the reactants needed to synthesize it. The reactants are: [Cl:1][C:2]1[CH:7]=[CH:6][C:5]([NH:8]C(=O)C(C)(C)C)=[C:4]([CH:15]([OH:24])[C:16]2[CH:21]=[CH:20][CH:19]=[CH:18][C:17]=2[O:22][CH3:23])[CH:3]=1.[OH-].[Na+].